Dataset: Catalyst prediction with 721,799 reactions and 888 catalyst types from USPTO. Task: Predict which catalyst facilitates the given reaction. (1) Reactant: [Br:1][C:2]1[C:3]([CH3:9])=[C:4]([CH:6]=[CH:7][CH:8]=1)[NH2:5].Cl[CH2:11][C:12]1[CH:17]=[CH:16][CH:15]=[CH:14][C:13]=1[CH2:18]Cl.C(=O)([O-])[O-].[K+].[K+]. Product: [Br:1][C:2]1[C:3]([CH3:9])=[C:4]([N:5]2[CH2:18][C:13]3[C:12](=[CH:17][CH:16]=[CH:15][CH:14]=3)[CH2:11]2)[CH:6]=[CH:7][CH:8]=1. The catalyst class is: 6. (2) Reactant: [NH2:1][C:2]1[CH:3]=[C:4]([C:8](=[O:41])[CH2:9][N:10]2[C:19](=[O:20])[C:18]3[N:17]([CH2:21][CH:22]=[C:23]([CH3:25])[CH3:24])[C:16]([N:26]4[CH2:31][CH2:30][CH2:29][CH:28]([NH:32][C:33]([O:35][C:36]([CH3:39])([CH3:38])[CH3:37])=[O:34])[CH2:27]4)=[N:15][C:14]=3[N:13]([CH3:40])[C:11]2=[O:12])[CH:5]=[CH:6][CH:7]=1.[C:42](Cl)(=[O:44])[CH3:43].N1C=CC=CC=1. Product: [C:42]([NH:1][C:2]1[CH:3]=[C:4]([C:8](=[O:41])[CH2:9][N:10]2[C:19](=[O:20])[C:18]3[N:17]([CH2:21][CH:22]=[C:23]([CH3:25])[CH3:24])[C:16]([N:26]4[CH2:31][CH2:30][CH2:29][CH:28]([NH:32][C:33]([O:35][C:36]([CH3:39])([CH3:38])[CH3:37])=[O:34])[CH2:27]4)=[N:15][C:14]=3[N:13]([CH3:40])[C:11]2=[O:12])[CH:5]=[CH:6][CH:7]=1)(=[O:44])[CH3:43]. The catalyst class is: 306. (3) Reactant: [Cl:1][C:2]1[CH:3]=[CH:4][C:5]([S:23][S:23][C:5]2[CH:4]=[CH:3][C:2]([Cl:1])=[CH:7][C:6]=2[NH:8][S:9]([C:12]2[CH:17]=[CH:16][C:15]([Cl:18])=[C:14]([C:19]([F:22])([F:21])[F:20])[CH:13]=2)(=[O:11])=[O:10])=[C:6]([NH:8][S:9]([C:12]2[CH:17]=[CH:16][C:15]([Cl:18])=[C:14]([C:19]([F:22])([F:21])[F:20])[CH:13]=2)(=[O:11])=[O:10])[CH:7]=1.[BH4-].[Na+].Cl. Product: [Cl:18][C:15]1[CH:16]=[CH:17][C:12]([S:9]([NH:8][C:6]2[CH:7]=[C:2]([Cl:1])[CH:3]=[CH:4][C:5]=2[SH:23])(=[O:11])=[O:10])=[CH:13][C:14]=1[C:19]([F:20])([F:22])[F:21]. The catalyst class is: 20. (4) Reactant: [CH2:1]([O:5][CH2:6][CH2:7][O:8][C:9]1[CH:14]=[CH:13][C:12]([C:15]2[CH:16]=[CH:17][C:18]3[N:24]([CH2:25][CH:26]([CH3:28])[CH3:27])[CH2:23][CH2:22][C:21]([C:29]([NH:31][C:32]4[CH:37]=[CH:36][C:35]([S:38][CH2:39][C:40]5[N:44]([CH2:45][CH2:46][CH3:47])[CH:43]=[N:42][N:41]=5)=[CH:34][CH:33]=4)=[O:30])=[CH:20][C:19]=3[CH:48]=2)=[CH:11][CH:10]=1)[CH2:2][CH2:3][CH3:4].ClC1C=CC=C(C(OO)=[O:57])C=1.S([O-])([O-])(=O)=S.[Na+].[Na+]. Product: [CH2:1]([O:5][CH2:6][CH2:7][O:8][C:9]1[CH:10]=[CH:11][C:12]([C:15]2[CH:16]=[CH:17][C:18]3[N:24]([CH2:25][CH:26]([CH3:27])[CH3:28])[CH2:23][CH2:22][C:21]([C:29]([NH:31][C:32]4[CH:33]=[CH:34][C:35]([S:38]([CH2:39][C:40]5[N:44]([CH2:45][CH2:46][CH3:47])[CH:43]=[N:42][N:41]=5)=[O:57])=[CH:36][CH:37]=4)=[O:30])=[CH:20][C:19]=3[CH:48]=2)=[CH:13][CH:14]=1)[CH2:2][CH2:3][CH3:4]. The catalyst class is: 4. (5) Reactant: CC[N:3]=C=NCCCN(C)C.Cl.[Cl:13][C:14]1[CH:19]=[C:18]([Cl:20])[CH:17]=[CH:16][C:15]=1[CH2:21][CH2:22][NH:23][C:24]1[N:29]=[C:28]([O:30][CH3:31])[N:27]=[C:26]([N:32]2[CH2:37][CH2:36][CH2:35][CH:34]([C:38](O)=[O:39])[CH2:33]2)[CH:25]=1.C(S(N)(=O)=O)C. Product: [Cl:13][C:14]1[CH:19]=[C:18]([Cl:20])[CH:17]=[CH:16][C:15]=1[CH2:21][CH2:22][NH:23][C:24]1[N:29]=[C:28]([O:30][CH3:31])[N:27]=[C:26]([N:32]2[CH2:37][CH2:36][CH2:35][CH:34]([C:38]([NH2:3])=[O:39])[CH2:33]2)[CH:25]=1. The catalyst class is: 119. (6) The catalyst class is: 1. Product: [C:16]([O:15][C:13]([NH:1][C:2]1[CH:11]=[CH:10][C:5]([C:6]([O:8][CH3:9])=[O:7])=[CH:4][C:3]=1[CH3:12])=[O:14])([CH3:19])([CH3:18])[CH3:17]. Reactant: [NH2:1][C:2]1[CH:11]=[CH:10][C:5]([C:6]([O:8][CH3:9])=[O:7])=[CH:4][C:3]=1[CH3:12].[C:13](O[C:13]([O:15][C:16]([CH3:19])([CH3:18])[CH3:17])=[O:14])([O:15][C:16]([CH3:19])([CH3:18])[CH3:17])=[O:14]. (7) Product: [Br:1][C:2]1[CH:7]=[CH:6][C:5]([C:8]2[CH:13]=[CH:12][C:11]([Br:14])=[CH:10][C:9]=2[CH2:15][OH:16])=[C:4]([CH2:17][OH:18])[CH:3]=1. Reactant: [Br:1][C:2]1[CH:3]=[C:4]([CH:17]=[O:18])[C:5]([C:8]2[C:9]([CH:15]=[O:16])=[CH:10][C:11]([Br:14])=[CH:12][CH:13]=2)=[CH:6][CH:7]=1.[BH4-].[Na+]. The catalyst class is: 36. (8) Reactant: [CH:1]1([C:4]([N:6]2[CH2:10][CH2:9][C@@H:8]([CH2:11][NH2:12])[CH2:7]2)=[O:5])[CH2:3][CH2:2]1.C1N=CN([C:18](N2C=NC=C2)=[O:19])C=1.Cl.[Br:26][C:27]1[CH:36]=[CH:35][C:30]([C:31]([NH:33][NH2:34])=[O:32])=[C:29]([F:37])[CH:28]=1.CCN(C(C)C)C(C)C. Product: [Br:26][C:27]1[CH:36]=[CH:35][C:30]([C:31]([NH:33][NH:34][C:18]([NH:12][CH2:11][C@@H:8]2[CH2:9][CH2:10][N:6]([C:4]([CH:1]3[CH2:2][CH2:3]3)=[O:5])[CH2:7]2)=[O:19])=[O:32])=[C:29]([F:37])[CH:28]=1. The catalyst class is: 2. (9) The catalyst class is: 365. Product: [OH:15][C:12]1([CH3:17])[CH2:11][CH2:10][CH:9]([CH2:8][NH:7][C:6](=[O:16])[O:5][C:1]([CH3:4])([CH3:2])[CH3:3])[CH2:14][CH2:13]1. Reactant: [C:1]([O:5][C:6](=[O:16])[NH:7][CH2:8][CH:9]1[CH2:14][CH2:13][C:12](=[O:15])[CH2:11][CH2:10]1)([CH3:4])([CH3:3])[CH3:2].[CH3:17][Li].[NH4+].[Cl-]. (10) Reactant: [NH2:1][CH:2]1[C:7]([C:8](=[O:13])[C:9]([F:12])([F:11])[CH3:10])=[CH:6][CH:5]=[CH:4][N:3]1[C:14]1[CH:19]=[CH:18][C:17]([Cl:20])=[CH:16][CH:15]=1.S(=O)(=O)(O)O. Product: [Cl:20][C:17]1[CH:16]=[CH:15][C:14]2[NH:3][C:2]3[N:1]=[CH:4][CH:5]=[CH:6][C:7]=3[C:8]([OH:13])([C:9]([F:11])([F:12])[CH3:10])[C:19]=2[CH:18]=1. The catalyst class is: 521.